Predict which catalyst facilitates the given reaction. From a dataset of Catalyst prediction with 721,799 reactions and 888 catalyst types from USPTO. (1) Reactant: [Si:1]([O:8][CH2:9][C:10]1([CH3:38])[S:16][CH2:15][CH2:14][N:13]2[C:17]([C:20]3([C:23]4[CH:28]=[CH:27][C:26](B5OC(C)(C)C(C)(C)O5)=[CH:25][CH:24]=4)[CH2:22][CH2:21]3)=[N:18][N:19]=[C:12]2[CH2:11]1)([C:4]([CH3:7])([CH3:6])[CH3:5])([CH3:3])[CH3:2].[Cl:39][C:40]1[N:41]=[N:42][C:43](Cl)=[CH:44][CH:45]=1.C(=O)([O-])[O-].[K+].[K+].C(=O)([O-])O.[Na+]. Product: [Si:1]([O:8][CH2:9][C:10]1([CH3:38])[S:16][CH2:15][CH2:14][N:13]2[C:17]([C:20]3([C:23]4[CH:28]=[CH:27][C:26]([C:43]5[N:42]=[N:41][C:40]([Cl:39])=[CH:45][CH:44]=5)=[CH:25][CH:24]=4)[CH2:21][CH2:22]3)=[N:18][N:19]=[C:12]2[CH2:11]1)([C:4]([CH3:5])([CH3:6])[CH3:7])([CH3:2])[CH3:3]. The catalyst class is: 437. (2) Reactant: [N:1]1[CH:6]=[CH:5][CH:4]=[CH:3][C:2]=1[C:7]([C@H:9]1[CH2:13][CH2:12][CH2:11][O:10]1)=[O:8].[BH4-].[Na+].O. Product: [N:1]1[CH:6]=[CH:5][CH:4]=[CH:3][C:2]=1[C@H:7]([CH:9]1[CH2:13][CH2:12][CH2:11][O:10]1)[OH:8]. The catalyst class is: 5. (3) Reactant: S(Cl)(Cl)=O.[CH3:5][O:6][C:7]1[CH:8]=[CH:9][C:10]2[N:11]([N:13]=[C:14]([C:26]3[CH:31]=[CH:30][CH:29]=[CH:28][CH:27]=3)[C:15]=2[CH2:16][C:17]2[N:22]=[C:21]([C:23]([NH2:25])=O)[CH:20]=[CH:19][CH:18]=2)[CH:12]=1.C(=O)(O)[O-].[Na+]. Product: [CH3:5][O:6][C:7]1[CH:8]=[CH:9][C:10]2[N:11]([N:13]=[C:14]([C:26]3[CH:31]=[CH:30][CH:29]=[CH:28][CH:27]=3)[C:15]=2[CH2:16][C:17]2[N:22]=[C:21]([C:23]#[N:25])[CH:20]=[CH:19][CH:18]=2)[CH:12]=1. The catalyst class is: 9. (4) Reactant: [C:1]([O:4][CH:5]([CH2:7][CH2:8][CH2:9][O:10]CC1C=CC=CC=1)[CH3:6])(=[O:3])[CH3:2].[H][H]. Product: [C:1]([O:4][CH:5]([CH2:7][CH2:8][CH2:9][OH:10])[CH3:6])(=[O:3])[CH3:2]. The catalyst class is: 19.